Dataset: Catalyst prediction with 721,799 reactions and 888 catalyst types from USPTO. Task: Predict which catalyst facilitates the given reaction. (1) Reactant: [C:1]([NH:4][C@@H:5]1[C@@H:10]([NH:11][C:12]([O:14][CH:15]([CH3:17])[CH3:16])=[O:13])[CH2:9][C:8]([C:18]([O:20][CH2:21][C@H:22]2[N:26]([C:27]([O:29][C:30]([CH3:33])([CH3:32])[CH3:31])=[O:28])[C@@H:25]([C:34]3[C:38]4[N:39]=[CH:40][N:41]=[C:42]([N:43]=[N+]=[N-])[C:37]=4[NH:36][CH:35]=3)[C@@H:24]3[O:46][C:47]([CH3:50])([CH3:49])[O:48][C@H:23]23)=[O:19])=[CH:7][C@H:6]1[O:51][CH:52]([CH2:55][CH3:56])[CH2:53][CH3:54])(=[O:3])[CH3:2].P(C)(C)[CH3:58]. Product: [C:1]([NH:4][C@@H:5]1[C@@H:10]([NH:11][C:12]([O:14][C:15]([CH3:58])([CH3:17])[CH3:16])=[O:13])[CH2:9][C:8]([C:18]([O:20][CH2:21][C@H:22]2[N:26]([C:27]([O:29][C:30]([CH3:33])([CH3:32])[CH3:31])=[O:28])[C@@H:25]([C:34]3[C:38]4[N:39]=[CH:40][N:41]=[C:42]([NH2:43])[C:37]=4[NH:36][CH:35]=3)[C@@H:24]3[O:46][C:47]([CH3:50])([CH3:49])[O:48][C@H:23]23)=[O:19])=[CH:7][C@H:6]1[O:51][CH:52]([CH2:55][CH3:56])[CH2:53][CH3:54])(=[O:3])[CH3:2]. The catalyst class is: 20. (2) Reactant: Cl.[F:2][C:3]1[CH:16]=[C:15]([F:17])[CH:14]=[CH:13][C:4]=1[C:5]([CH:7]1[CH2:12][CH2:11][NH:10][CH2:9][CH2:8]1)=[O:6].Cl[CH2:19][CH2:20][C:21]1[C:26](=[O:27])[N:25]2[CH2:28][CH2:29][CH2:30][CH2:31][C:24]2=[N:23][C:22]=1[CH3:32].C(=O)([O-])O.[Na+].[I-].[K+]. Product: [F:2][C:3]1[CH:16]=[C:15]([F:17])[CH:14]=[CH:13][C:4]=1[C:5]([CH:7]1[CH2:8][CH2:9][N:10]([CH2:19][CH2:20][C:21]2[C:26](=[O:27])[N:25]3[CH2:28][CH2:29][CH2:30][CH2:31][C:24]3=[N:23][C:22]=2[CH3:32])[CH2:11][CH2:12]1)=[O:6]. The catalyst class is: 192. (3) Reactant: [CH3:1][C:2]1([CH3:11])[O:6][C@@H:5]([C:7]([O:9]C)=[O:8])[CH2:4][O:3]1.[OH-].[Na+:13]. Product: [CH3:1][C:2]1([CH3:11])[O:6][C@@H:5]([C:7]([O-:9])=[O:8])[CH2:4][O:3]1.[Na+:13]. The catalyst class is: 12. (4) Reactant: [CH:1]([O:4][C:5]1[N:10]=[C:9]([C:11]2[CH:12]=[C:13]3[C:17](=[CH:18][CH:19]=2)[NH:16][CH:15]=[C:14]3[C:20]([O:22]C)=O)[CH:8]=[N:7][CH:6]=1)([CH3:3])[CH3:2].O.[NH2:25][NH2:26]. Product: [CH:1]([O:4][C:5]1[N:10]=[C:9]([C:11]2[CH:12]=[C:13]3[C:17](=[CH:18][CH:19]=2)[NH:16][CH:15]=[C:14]3[C:20]([NH:25][NH2:26])=[O:22])[CH:8]=[N:7][CH:6]=1)([CH3:3])[CH3:2]. The catalyst class is: 14.